Predict the reaction yield, written as a fraction of the theoretical maximum amount of product (1.0 means a 100% yield; for example, 0.34 means a 34% yield). From a dataset of Reaction yield outcomes from USPTO patents with 853,638 reactions. (1) The reactants are [F:1][C:2]1[CH:10]=[CH:9][C:8]([C:11]2[CH:16]=[CH:15][CH:14]=[C:13]([F:17])[CH:12]=2)=[CH:7][C:3]=1[C:4]([OH:6])=O.[CH3:18][O:19][C:20]1[CH:21]=[C:22]([CH:24]=[CH:25][CH:26]=1)[NH2:23].C([O-])([O-])=O.[K+].[K+]. The catalyst is O=S(Cl)Cl.C1COCC1. The product is [F:1][C:2]1[CH:10]=[CH:9][C:8]([C:11]2[CH:16]=[CH:15][CH:14]=[C:13]([F:17])[CH:12]=2)=[CH:7][C:3]=1[C:4]([NH:23][C:22]1[CH:24]=[CH:25][CH:26]=[C:20]([O:19][CH3:18])[CH:21]=1)=[O:6]. The yield is 0.960. (2) The reactants are [OH:1][CH2:2][CH:3]([C:13]1[C:18]([CH3:19])=CC(C)=C(C)C=1O)[C:4]1[CH:9]=[CH:8][C:7]([CH:10]([CH3:12])[CH3:11])=[CH:6][CH:5]=1.[C:23]1(P(C2C=CC=CC=2)C2C=CC=CC=2)C=CC=CC=1.N(C(OCC)=O)=NC(OCC)=O.[C:54]1([CH3:60])[CH:59]=CC=[CH:56][CH:55]=1. The catalyst is C1COCC1. The product is [CH:10]([C:7]1[CH:8]=[CH:9][C:4]([CH:3]2[C:13]3[C:18]([CH3:19])=[CH:56][C:55]([CH3:23])=[C:54]([CH3:60])[C:59]=3[O:1][CH2:2]2)=[CH:5][CH:6]=1)([CH3:11])[CH3:12]. The yield is 0.840. (3) The reactants are [CH2:1]([C:8]1[C:9]([O:19][CH3:20])=[N:10][C:11]2[C:16]([CH:17]=1)=[CH:15][C:14]([Br:18])=[CH:13][CH:12]=2)[C:2]1[CH:7]=[CH:6][CH:5]=[CH:4][CH:3]=1.[Br:21]N1C(=O)CCC1=O. The catalyst is C(Cl)(Cl)(Cl)Cl.C(OOC(=O)C1C=CC=CC=1)(=O)C1C=CC=CC=1. The product is [Br:18][C:14]1[CH:15]=[C:16]2[C:11](=[CH:12][CH:13]=1)[N:10]=[C:9]([O:19][CH3:20])[C:8]([CH:1]([Br:21])[C:2]1[CH:3]=[CH:4][CH:5]=[CH:6][CH:7]=1)=[CH:17]2. The yield is 0.806. (4) The reactants are B(Br)(Br)Br.[Cl:5][C:6]1[N:10]([CH2:11][N:12]2[CH2:16][CH:15]([CH2:17][CH2:18][CH3:19])[CH2:14][C:13]2=[O:20])[C:9]2[CH:21]=[C:22]([O:25]C)[CH:23]=[CH:24][C:8]=2[N:7]=1.C([O-])(O)=O.[Na+]. The catalyst is C(Cl)Cl. The product is [Cl:5][C:6]1[N:10]([CH2:11][N:12]2[CH2:16][CH:15]([CH2:17][CH2:18][CH3:19])[CH2:14][C:13]2=[O:20])[C:9]2[CH:21]=[C:22]([OH:25])[CH:23]=[CH:24][C:8]=2[N:7]=1. The yield is 0.350. (5) The yield is 0.890. The product is [CH:29]1([CH2:28][N:7]2[C:6]([N:32]3[CH2:37][CH2:36][NH:35][CH2:34][CH2:33]3)=[N:14][C:13]3[C:8]2=[N:9][C:10]([C:21]2[CH:22]=[N:23][C:24]([NH2:27])=[N:25][CH:26]=2)=[N:11][C:12]=3[N:15]2[CH2:20][CH2:19][O:18][CH2:17][CH2:16]2)[CH2:31][CH2:30]1. The catalyst is ClCCl.CO. The reactants are CS(C)=O.Cl[C:6]1[N:7]([CH2:28][CH:29]2[CH2:31][CH2:30]2)[C:8]2[C:13]([N:14]=1)=[C:12]([N:15]1[CH2:20][CH2:19][O:18][CH2:17][CH2:16]1)[N:11]=[C:10]([C:21]1[CH:22]=[N:23][C:24]([NH2:27])=[N:25][CH:26]=1)[N:9]=2.[NH:32]1[CH2:37][CH2:36][NH:35][CH2:34][CH2:33]1. (6) The reactants are [Br:1][C:2]1[CH:3]=[C:4]([CH:9]=[C:10]([OH:12])[CH:11]=1)[C:5]([NH:7][NH2:8])=[O:6].[N:13]#[C:14]Br.C(=O)(O)[O-].[Na+].CCCCCC. The catalyst is O1CCOCC1. The product is [NH2:13][C:14]1[O:6][C:5]([C:4]2[CH:9]=[C:10]([OH:12])[CH:11]=[C:2]([Br:1])[CH:3]=2)=[N:7][N:8]=1. The yield is 0.430. (7) The reactants are [CH2:1]([C:8]1[CH:13]=[CH:12][C:11]([CH2:14][CH2:15][N+:16]([O-:18])=O)=[CH:10][N:9]=1)[C:2]1[CH:7]=[CH:6][CH:5]=[CH:4][CH:3]=1.CO.C[O-].[Li+].C(Cl)[Cl:25]. The catalyst is O1CCCC1.[Ti](Cl)(Cl)(Cl)Cl. The product is [CH2:1]([C:8]1[N:9]=[CH:10][C:11]([CH2:14][C:15]([Cl:25])=[N:16][OH:18])=[CH:12][CH:13]=1)[C:2]1[CH:7]=[CH:6][CH:5]=[CH:4][CH:3]=1. The yield is 0.630. (8) The reactants are [N+:1]([C:4]1[CH:5]=[CH:6][C:7]2[S:11][C:10]([NH2:12])=[N:9][C:8]=2[CH:13]=1)([O-])=O.O.O.[Sn](Cl)Cl. The catalyst is C(O)C. The product is [NH2:1][C:4]1[CH:5]=[CH:6][C:7]2[S:11][C:10]([NH2:12])=[N:9][C:8]=2[CH:13]=1. The yield is 0.660.